From a dataset of Retrosynthesis with 50K atom-mapped reactions and 10 reaction types from USPTO. Predict the reactants needed to synthesize the given product. The reactants are: Nc1cnccn1.O=C(O)c1cnc(OCC(F)(F)F)c(C2CCCC2)c1. Given the product O=C(Nc1cnccn1)c1cnc(OCC(F)(F)F)c(C2CCCC2)c1, predict the reactants needed to synthesize it.